This data is from Full USPTO retrosynthesis dataset with 1.9M reactions from patents (1976-2016). The task is: Predict the reactants needed to synthesize the given product. (1) Given the product [Cl:3][C:4]1[CH:5]=[C:6]([C:36]2[CH:37]=[CH:38][C:39]([C:42]([F:45])([F:43])[F:44])=[CH:40][CH:41]=2)[CH:7]=[CH:8][C:9]=1[CH2:10][O:11][C:12]1[CH:17]=[CH:16][CH:15]=[CH:14][C:13]=1[CH2:18][CH2:19][NH:20][CH:21]1[CH2:30][CH2:29][CH2:28][C:27]2[N:26]=[C:25]([C:31]([O:33][CH2:34][CH3:35])=[O:32])[CH:24]=[CH:23][C:22]1=2, predict the reactants needed to synthesize it. The reactants are: Cl.Cl.[Cl:3][C:4]1[CH:5]=[C:6]([C:36]2[CH:41]=[CH:40][C:39]([C:42]([F:45])([F:44])[F:43])=[CH:38][CH:37]=2)[CH:7]=[CH:8][C:9]=1[CH2:10][O:11][C:12]1[CH:17]=[CH:16][CH:15]=[CH:14][C:13]=1[CH2:18][CH2:19][NH:20][CH:21]1[CH2:30][CH2:29][CH2:28][C:27]2[N:26]=[C:25]([C:31]([O:33][CH2:34][CH3:35])=[O:32])[CH:24]=[CH:23][C:22]1=2.C(N(CC)CC)C. (2) Given the product [CH2:31]([O:35][C:36]1[CH:41]=[CH:40][C:39]([S:42]([NH:1][C:2]2[CH:7]=[CH:6][C:5]([N:8]3[CH2:9][CH2:10][NH:11][CH2:12][CH2:13]3)=[CH:4][C:3]=2[NH:21][S:22]([C:25]2[CH:30]=[CH:29][CH:28]=[CH:27][CH:26]=2)(=[O:24])=[O:23])(=[O:44])=[O:43])=[CH:38][CH:37]=1)[CH2:32][CH2:33][CH3:34], predict the reactants needed to synthesize it. The reactants are: [NH2:1][C:2]1[CH:7]=[CH:6][C:5]([N:8]2[CH2:13][CH2:12][N:11](C(OC(C)(C)C)=O)[CH2:10][CH2:9]2)=[CH:4][C:3]=1[NH:21][S:22]([C:25]1[CH:30]=[CH:29][CH:28]=[CH:27][CH:26]=1)(=[O:24])=[O:23].[CH2:31]([O:35][C:36]1[CH:41]=[CH:40][C:39]([S:42](Cl)(=[O:44])=[O:43])=[CH:38][CH:37]=1)[CH2:32][CH2:33][CH3:34]. (3) Given the product [F:25][C:26]([F:31])([F:30])[C:27]([OH:29])=[O:28].[CH2:23]([CH:3]([CH2:1][CH3:2])[CH2:4][O:5][C:6]1[C:7]([CH3:22])=[N:8][N:9]([CH2:12][CH2:13][NH2:14])[C:10]=1[CH3:11])[CH3:24], predict the reactants needed to synthesize it. The reactants are: [CH2:1]([CH:3]([CH2:23][CH3:24])[CH2:4][O:5][C:6]1[C:7]([CH3:22])=[N:8][N:9]([CH2:12][CH2:13][NH:14]C(=O)OC(C)(C)C)[C:10]=1[CH3:11])[CH3:2].[F:25][C:26]([F:31])([F:30])[C:27]([OH:29])=[O:28].